From a dataset of Experimentally validated miRNA-target interactions with 360,000+ pairs, plus equal number of negative samples. Binary Classification. Given a miRNA mature sequence and a target amino acid sequence, predict their likelihood of interaction. (1) The miRNA is mmu-miR-181a-5p with sequence AACAUUCAACGCUGUCGGUGAGU. The protein sequence of the target gene is MPYVDRQNRICGFLDIEENENSGKFLRRYFILDTREDSFVWYMDNPQNLPSGSSRVGAIKLTYISKVSDATKLRPKAEFCFVMNAGMRKYFLQANDQQDLVEWVNVLNKAIKITVPKQSDSQPASDSLSRQGDCGKKQVSYRTDIVGGVPIITPTQKEEVNECGESLDRNNLKRSQSHLPYFAPKPPSDSAVIKAGYCVKQGAVMKNWKRRYFQLDENTIGYFKSELEKEPLRVIPLKEVHKVQECKQSDIMMRDNLFEIVTTSRTFYVQADSPEEMHSWIKAVSGAIVAQRGPGRSSSS.... Result: 1 (interaction). (2) The miRNA is hsa-miR-6165 with sequence CAGCAGGAGGUGAGGGGAG. The protein sequence of the target gene is MELDRAVGVLGAATLLLSFLGMAWALQAADTCPEVKMVGLEGSDKLTILRGCPGLPGAPGPKGEAGTNGKRGERGPPGPPGKAGPPGPNGAPGEPQPCLTGPRTCKDLLDRGHFLSGWHTIYLPDCRPLTVLCDMDTDGGGWTVFQRRVDGSVDFYRDWATYKQGFGSRLGEFWLGNDNIHALTAQGTSELRVDLVDFEDNYQFAKYRSFKVADEAEKYNLVLGAFVEGSAGDSLTFHNNQSFSTKDQDNDLNTGNCAVMFQGAWWYKNCHVSNLNGRYLRGTHGSFANGINWKSGKGYN.... Result: 0 (no interaction). (3) The miRNA is hsa-miR-519a-3p with sequence AAAGUGCAUCCUUUUAGAGUGU. The protein sequence of the target gene is MNSRTASARGWFSSRPPTSESDLEPATDGPASETTTLSPEATTFNDTRIPDAAGGTAGVGTMLLSFGIITVIGLAVALVLYIRKKKRLEKLRHQLMPMYNFDPTEEQDELEQELLEHGRDAASVQAATSVQAMQGKTTLPSQGPLQRPSRLVFTDVANAIHA. Result: 1 (interaction).